This data is from Full USPTO retrosynthesis dataset with 1.9M reactions from patents (1976-2016). The task is: Predict the reactants needed to synthesize the given product. Given the product [CH3:6][O:5][C:1](=[O:4])[CH2:2][CH2:3][S:9][CH2:8][C:7]([O:11][CH3:12])=[O:10], predict the reactants needed to synthesize it. The reactants are: [C:1]([O:5][CH3:6])(=[O:4])[CH:2]=[CH2:3].[C:7]([O:11][CH3:12])(=[O:10])[CH2:8][SH:9].N1CCCCC1.